Dataset: Full USPTO retrosynthesis dataset with 1.9M reactions from patents (1976-2016). Task: Predict the reactants needed to synthesize the given product. (1) Given the product [CH:1]1([CH2:7][CH2:8][CH2:9][C@@H:10]([C:19]2[O:23][N:22]=[C:21]([CH2:24][C:25]3[CH:30]=[CH:29][N:28]=[CH:27][CH:26]=3)[N:20]=2)[CH2:11][C:12]([OH:14])=[O:13])[CH2:6][CH2:5][CH2:4][CH2:3][CH2:2]1, predict the reactants needed to synthesize it. The reactants are: [CH:1]1([CH2:7][CH2:8][CH2:9][C@@H:10]([C:19]2[O:23][N:22]=[C:21]([CH2:24][C:25]3[CH:30]=[CH:29][N:28]=[CH:27][CH:26]=3)[N:20]=2)[CH2:11][C:12]([O:14]C(C)(C)C)=[O:13])[CH2:6][CH2:5][CH2:4][CH2:3][CH2:2]1. (2) Given the product [ClH:22].[F:1][C:2]1[CH:7]=[CH:6][C:5]([C:8]2[S:9][C:10]([C:13]([C:16]3[CH:17]=[CH:18][N:19]=[CH:20][CH:21]=3)([OH:15])[CH3:14])=[CH:11][N:12]=2)=[CH:4][CH:3]=1, predict the reactants needed to synthesize it. The reactants are: [F:1][C:2]1[CH:7]=[CH:6][C:5]([C:8]2[S:9][C:10]([C:13]([C:16]3[CH:21]=[CH:20][N:19]=[CH:18][CH:17]=3)([OH:15])[CH3:14])=[CH:11][N:12]=2)=[CH:4][CH:3]=1.[ClH:22].O1CCOCC1. (3) Given the product [CH3:10][C:11]1([CH3:62])[C:15]2[C:16]3[C:21]([CH:22]=[CH:23][C:14]=2[N+:13]([CH2:24][CH2:25][CH2:26][CH2:27][S:28]([O-:31])(=[O:30])=[O:29])=[C:12]1/[CH:32]=[CH:33]/[CH:34]=[CH:35]/[CH:36]=[CH:37]/[CH:38]=[C:39]1\[C:40]([CH3:61])([CH3:60])[C:41]2[C:59]4[C:54](=[CH:55][CH:56]=[CH:57][CH:58]=4)[CH:53]=[CH:52][C:42]=2[N:43]\1[CH2:44][CH2:45][CH2:46][CH2:47][S:48]([O-:51])(=[O:49])=[O:50])=[CH:20][CH:19]=[CH:18][CH:17]=3.[Na+:63].[CH2:64]([NH2:82])[CH2:65][CH2:66][CH2:67][CH2:68][CH2:69][CH2:70][CH2:71][CH2:72][CH2:73][CH2:74][CH2:75][CH2:76][CH2:77][CH2:78][CH2:79][CH2:80][CH3:81], predict the reactants needed to synthesize it. The reactants are: N1C(Cl)=NC(Cl)=NC=1Cl.[CH3:10][C:11]1([CH3:62])[C:15]2[C:16]3[C:21]([CH:22]=[CH:23][C:14]=2[N+:13]([CH2:24][CH2:25][CH2:26][CH2:27][S:28]([O-:31])(=[O:30])=[O:29])=[C:12]1/[CH:32]=[CH:33]/[CH:34]=[CH:35]/[CH:36]=[CH:37]/[CH:38]=[C:39]1\[C:40]([CH3:61])([CH3:60])[C:41]2[C:59]4[C:54](=[CH:55][CH:56]=[CH:57][CH:58]=4)[CH:53]=[CH:52][C:42]=2[N:43]\1[CH2:44][CH2:45][CH2:46][CH2:47][S:48]([O-:51])(=[O:50])=[O:49])=[CH:20][CH:19]=[CH:18][CH:17]=3.[Na+:63].[CH2:64]([NH2:82])[CH2:65][CH2:66][CH2:67][CH2:68][CH2:69][CH2:70][CH2:71][CH2:72][CH2:73][CH2:74][CH2:75][CH2:76][CH2:77][CH2:78][CH2:79][CH2:80][CH3:81]. (4) Given the product [Cl:61][C:62]1[CH:63]=[C:64]([CH:68]=[CH:69][CH:70]=1)[C:65]([NH:34][C:35]1[CH:36]=[CH:37][C:38]([C:41]2[CH:49]=[C:48]3[C:44]([CH2:45][N:46]([CH:51]4[CH2:56][CH2:55][CH2:54][CH:53]([C:57]([O:59][CH3:60])=[O:58])[CH2:52]4)[C:47]3=[O:50])=[CH:43][CH:42]=2)=[CH:39][CH:40]=1)=[O:66], predict the reactants needed to synthesize it. The reactants are: C(NC1C=CC(C2C=C3C(CN([C@@H](C(C)C)C(OC)=O)C3=O)=CC=2)=CC=1)(=O)C1C=CC=CC=1.[NH2:34][C:35]1[CH:40]=[CH:39][C:38]([C:41]2[CH:49]=[C:48]3[C:44]([CH2:45][N:46]([CH:51]4[CH2:56][CH2:55][CH2:54][CH:53]([C:57]([O:59][CH3:60])=[O:58])[CH2:52]4)[C:47]3=[O:50])=[CH:43][CH:42]=2)=[CH:37][CH:36]=1.[Cl:61][C:62]1[CH:63]=[C:64]([CH:68]=[CH:69][CH:70]=1)[C:65](Cl)=[O:66].